Dataset: Peptide-MHC class I binding affinity with 185,985 pairs from IEDB/IMGT. Task: Regression. Given a peptide amino acid sequence and an MHC pseudo amino acid sequence, predict their binding affinity value. This is MHC class I binding data. (1) The peptide sequence is CVDIFTEGK. The MHC is HLA-A33:01 with pseudo-sequence HLA-A33:01. The binding affinity (normalized) is 0. (2) The peptide sequence is MSWESTAEY. The MHC is HLA-B46:01 with pseudo-sequence HLA-B46:01. The binding affinity (normalized) is 0.756. (3) The peptide sequence is APVSAMVRM. The MHC is HLA-B54:01 with pseudo-sequence HLA-B54:01. The binding affinity (normalized) is 0.0709. (4) The peptide sequence is EVIEQWHSL. The MHC is HLA-B07:02 with pseudo-sequence HLA-B07:02. The binding affinity (normalized) is 0.0847.